From a dataset of Forward reaction prediction with 1.9M reactions from USPTO patents (1976-2016). Predict the product of the given reaction. (1) Given the reactants [F:1][C:2]([F:24])([F:23])[O:3][C:4]1[CH:9]=[CH:8][C:7]([N:10]2[CH:14]=[N:13][C:12]([C:15]3[CH:22]=[CH:21][C:18]([CH:19]=O)=[CH:17][CH:16]=3)=[N:11]2)=[CH:6][CH:5]=1.[C:25]([CH2:27][C:28]([O:30][CH2:31][CH3:32])=[O:29])#[N:26].N1CCCC1, predict the reaction product. The product is: [C:25](/[C:27](=[CH:19]/[C:18]1[CH:21]=[CH:22][C:15]([C:12]2[N:13]=[CH:14][N:10]([C:7]3[CH:8]=[CH:9][C:4]([O:3][C:2]([F:23])([F:1])[F:24])=[CH:5][CH:6]=3)[N:11]=2)=[CH:16][CH:17]=1)/[C:28]([O:30][CH2:31][CH3:32])=[O:29])#[N:26]. (2) Given the reactants Cl[C:2]1[NH:3][C:4]([C:12]2[CH:17]=[CH:16][CH:15]=[CH:14][CH:13]=2)=[CH:5][C:6]=1[C:7]([O:9][CH2:10][CH3:11])=[O:8], predict the reaction product. The product is: [C:12]1([C:4]2[NH:3][CH:2]=[C:6]([C:7]([O:9][CH2:10][CH3:11])=[O:8])[CH:5]=2)[CH:13]=[CH:14][CH:15]=[CH:16][CH:17]=1. (3) Given the reactants [F:1][C:2]1[CH:3]=[C:4]([O:9][CH3:10])[CH:5]=[C:6]([F:8])[CH:7]=1.Cl[CH:12]([O:14]C)Cl, predict the reaction product. The product is: [F:1][C:2]1[CH:7]=[C:6]([F:8])[CH:5]=[C:4]([O:9][CH3:10])[C:3]=1[CH:12]=[O:14]. (4) Given the reactants [NH2:1][C:2]1[S:3][C:4]([CH:7]=[O:8])=[CH:5][N:6]=1.C([O-])([O-])=O.[K+].[K+].Cl.Cl[CH2:17][CH2:18][N:19]([CH2:21][CH2:22]Cl)[CH3:20], predict the reaction product. The product is: [CH3:20][N:19]1[CH2:21][CH2:22][N:1]([C:2]2[S:3][C:4]([CH:7]=[O:8])=[CH:5][N:6]=2)[CH2:17][CH2:18]1.